From a dataset of Catalyst prediction with 721,799 reactions and 888 catalyst types from USPTO. Predict which catalyst facilitates the given reaction. (1) Reactant: [I:1][C:2]1[C:3]([CH2:11][OH:12])=[CH:4][C:5]2[O:9][CH2:8][O:7][C:6]=2[CH:10]=1.C1C=C[NH+]=CC=1.[O-][Cr](Cl)(=O)=O. Product: [I:1][C:2]1[C:3]([CH:11]=[O:12])=[CH:4][C:5]2[O:9][CH2:8][O:7][C:6]=2[CH:10]=1. The catalyst class is: 2. (2) Reactant: [OH:1][CH2:2][CH2:3][CH2:4][C:5]1[N:10]=[C:9]([C:11]#[N:12])[CH:8]=[CH:7][CH:6]=1.[C:13](OC)(=[O:21])[C:14]1[C:15](=[CH:17][CH:18]=[CH:19][CH:20]=1)[SH:16].C(N(CC)CC)C. Product: [OH:1][CH2:2][CH2:3][CH2:4][C:5]1[N:10]=[C:9]([C:11]2[S:16][C:15]3[CH:17]=[CH:18][CH:19]=[CH:20][C:14]=3[C:13](=[O:21])[N:12]=2)[CH:8]=[CH:7][CH:6]=1. The catalyst class is: 11.